From a dataset of Reaction yield outcomes from USPTO patents with 853,638 reactions. Predict the reaction yield, written as a fraction of the theoretical maximum amount of product (1.0 means a 100% yield; for example, 0.34 means a 34% yield). (1) The reactants are [Cl:1][C:2]1[CH:3]=[C:4]2[C:9](=[CH:10][CH:11]=1)[NH:8][C:7](=[O:12])[C:6]([C@@H:13]([NH:15][C:16]1[C:21]([F:22])=[C:20](I)[CH:19]=[CH:18][N:17]=1)[CH3:14])=[CH:5]2.CC(C)([O-])C.[Na+].O1CCOCC1.[NH3:36]. The catalyst is CO.CC1C=CC=CC=1[P](C1C=CC=CC=1C)([Pd][P](C1=C(C)C=CC=C1)(C1C=CC=CC=1C)C1C=CC=CC=1C)C1C=CC=CC=1C.C[C@@H](P(C(C)(C)C)C(C)(C)C)[C]1[C](P(C2CCCCC2)C2CCCCC2)[CH][CH][CH]1.[CH]1[CH][CH][CH][CH]1.[Fe]. The product is [NH2:36][C:20]1[CH:19]=[CH:18][N:17]=[C:16]([NH:15][C@H:13]([C:6]2[C:7](=[O:12])[NH:8][C:9]3[C:4]([CH:5]=2)=[CH:3][C:2]([Cl:1])=[CH:11][CH:10]=3)[CH3:14])[C:21]=1[F:22]. The yield is 0.360. (2) The reactants are [F:1][C:2]([F:24])([F:23])[O:3][C:4]1[CH:9]=[CH:8][C:7]([N:10]2[CH:14]=[N:13][C:12]([C:15]3[CH:22]=[CH:21][C:18]([C:19]#[N:20])=[CH:17][CH:16]=3)=[N:11]2)=[CH:6][CH:5]=1.[ClH:25]. The catalyst is C(O)C.[Pd]. The product is [ClH:25].[F:24][C:2]([F:1])([F:23])[O:3][C:4]1[CH:5]=[CH:6][C:7]([N:10]2[CH:14]=[N:13][C:12]([C:15]3[CH:22]=[CH:21][C:18]([CH2:19][NH2:20])=[CH:17][CH:16]=3)=[N:11]2)=[CH:8][CH:9]=1. The yield is 0.930. (3) The reactants are C(O)C.C(=O)(O)O.[NH2:8][C:9]([NH2:11])=[NH:10].[C:12](OCC)(=[O:17])[CH2:13][C:14]([CH3:16])=O. The catalyst is O. The product is [NH2:10][C:9]1[NH:11][C:12](=[O:17])[CH:13]=[C:14]([CH3:16])[N:8]=1. The yield is 0.680. (4) The reactants are [CH2:1]([N:3]1[CH2:12][CH2:11][CH:10]2[C:5](=[C:6]([NH2:14])[CH:7]=[CH:8][CH:9]2[Br:13])[CH2:4]1)[CH3:2].[C:15](OC(=O)C)(=[O:17])[CH3:16]. No catalyst specified. The product is [Br:13][C:9]1[CH:8]=[CH:7][C:6]([NH:14][C:15](=[O:17])[CH3:16])=[C:5]2[C:10]=1[CH2:11][CH2:12][N:3]([CH2:1][CH3:2])[CH2:4]2. The yield is 0.670. (5) The reactants are [Si:1]([O:18][CH2:19][CH2:20][NH:21][CH2:22][CH3:23])([C:14]([CH3:17])([CH3:16])[CH3:15])([C:8]1[CH:13]=[CH:12][CH:11]=[CH:10][CH:9]=1)[C:2]1[CH:7]=[CH:6][CH:5]=[CH:4][CH:3]=1.P(ON1C(=O)C2C=CC=CC=2N=N1)(OCC)(OCC)=O.CCN(C(C)C)C(C)C.[C:53]1([S:59][CH2:60][C@H:61]([NH:66][C:67]2[CH:72]=[CH:71][C:70]([S:73](=[O:76])(=[O:75])[NH2:74])=[CH:69][C:68]=2[S:77]([C:80]([F:83])([F:82])[F:81])(=[O:79])=[O:78])[CH2:62][C:63]([OH:65])=O)[CH:58]=[CH:57][CH:56]=[CH:55][CH:54]=1. The catalyst is C1COCC1. The product is [Si:1]([O:18][CH2:19][CH2:20][N:21]([CH2:22][CH3:23])[C:63](=[O:65])[CH2:62][C@@H:61]([NH:66][C:67]1[CH:72]=[CH:71][C:70]([S:73](=[O:75])(=[O:76])[NH2:74])=[CH:69][C:68]=1[S:77]([C:80]([F:81])([F:82])[F:83])(=[O:79])=[O:78])[CH2:60][S:59][C:53]1[CH:54]=[CH:55][CH:56]=[CH:57][CH:58]=1)([C:14]([CH3:16])([CH3:17])[CH3:15])([C:8]1[CH:9]=[CH:10][CH:11]=[CH:12][CH:13]=1)[C:2]1[CH:3]=[CH:4][CH:5]=[CH:6][CH:7]=1. The yield is 0.910. (6) The reactants are [Cl:1][C:2]1[CH:3]=[CH:4][CH:5]=[C:6]2[C:10]=1[N:9]([CH3:11])[CH:8]=[C:7]2[CH2:12][N:13]([CH3:30])[C:14](=[O:29])/[CH:15]=[CH:16]/[C:17]1[CH:18]=[N:19][C:20]([NH:23][CH2:24][C:25]([O:27]C)=O)=[CH:21][CH:22]=1.COC([CH2:35][NH:36]C1N=CC(/C=C/C(N(C)CC2C3C(=CC=CC=3)NC=2C)=O)=CC=1)=O. The yield is 0.940. No catalyst specified. The product is [Cl:1][C:2]1[CH:3]=[CH:4][CH:5]=[C:6]2[C:10]=1[N:9]([CH3:11])[CH:8]=[C:7]2[CH2:12][N:13]([CH3:30])[C:14](=[O:29])/[CH:15]=[CH:16]/[C:17]1[CH:18]=[N:19][C:20]([NH:23][CH2:24][C:25]([NH:36][CH3:35])=[O:27])=[CH:21][CH:22]=1. (7) The reactants are [CH3:1][S:2]([CH3:5])(=[O:4])=[O:3].[Li]CCCC.CN(P(N(C)C)(N(C)C)=O)C.[Br:22][C:23]1[CH:28]=[CH:27][C:26]([NH:29][C:30]2[C:31]([CH:40]=[O:41])=[CH:32][C:33]3[NH:37][CH:36]=[N:35][C:34]=3[C:38]=2[F:39])=[C:25]([Cl:42])[CH:24]=1. The catalyst is C1COCC1. The product is [Br:22][C:23]1[CH:28]=[CH:27][C:26]([NH:29][C:30]2[C:31]([CH:40]([OH:41])[CH2:1][S:2]([CH3:5])(=[O:4])=[O:3])=[CH:32][C:33]3[NH:37][CH:36]=[N:35][C:34]=3[C:38]=2[F:39])=[C:25]([Cl:42])[CH:24]=1. The yield is 0.960.